Dataset: Human liver microsome stability data. Task: Regression/Classification. Given a drug SMILES string, predict its absorption, distribution, metabolism, or excretion properties. Task type varies by dataset: regression for continuous measurements (e.g., permeability, clearance, half-life) or binary classification for categorical outcomes (e.g., BBB penetration, CYP inhibition). Dataset: hlm. (1) The molecule is C=C(C)[C@@H]1CC[C@]2(NCCN3CCS(=O)(=O)CC3)CC[C@]3(C)[C@H](CC[C@@H]4[C@@]5(C)CC=C(c6ccc(C(=O)O)cc6)C(C)(C)[C@@H]5CC[C@]43C)[C@@H]12. The result is 0 (unstable in human liver microsomes). (2) The molecule is CCCN(CCCNc1ccnc2cc(Cl)ccc12)Cc1c(F)cccc1OC. The result is 1 (stable in human liver microsomes). (3) The molecule is CN(C)C(=O)c1ccc(C(F)(F)F)cc1. The result is 0 (unstable in human liver microsomes).